This data is from Full USPTO retrosynthesis dataset with 1.9M reactions from patents (1976-2016). The task is: Predict the reactants needed to synthesize the given product. (1) Given the product [NH2:7][C:8]1[C:13]([O:14][C:16]2[CH:23]=[CH:22][C:19]([C:20]#[N:21])=[CH:18][CH:17]=2)=[CH:12][CH:11]=[CH:10][N:9]=1, predict the reactants needed to synthesize it. The reactants are: C(=O)([O-])[O-].[K+].[K+].[NH2:7][C:8]1[C:13]([OH:14])=[CH:12][CH:11]=[CH:10][N:9]=1.F[C:16]1[CH:23]=[CH:22][C:19]([C:20]#[N:21])=[CH:18][CH:17]=1. (2) The reactants are: Br[C:2]1[C:3]2[C:8]([C:9](Br)=[C:10]3[C:15]=1[CH:14]=[CH:13][CH:12]=[CH:11]3)=[CH:7][CH:6]=[CH:5][CH:4]=2.[CH:17]([C:19]1[CH:24]=[CH:23][CH:22]=[CH:21][C:20]=1B(O)O)=[O:18].[C:28](=[O:31])([O-])[O-].[Na+].[Na+].[CH2:34](O)[CH3:35]. Given the product [CH:17]([C:19]1[CH:24]=[CH:23][CH:22]=[CH:21][C:20]=1[C:2]1[C:3]2[C:8]([C:9]([C:35]3[CH:34]=[CH:14][CH:15]=[CH:2][C:3]=3[CH:28]=[O:31])=[C:10]3[C:15]=1[CH:14]=[CH:13][CH:12]=[CH:11]3)=[CH:7][CH:6]=[CH:5][CH:4]=2)=[O:18], predict the reactants needed to synthesize it. (3) Given the product [NH2:60][C:61]1[S:65][N:64]=[C:63](/[C:66](=[N:97]/[O:98][C:99]([C:102]([OH:104])=[O:103])([CH3:100])[CH3:101])/[C:67]([NH:69][C@@H:70]2[C:95](=[O:96])[N:72]3[C:73]([C:79]([O-:81])=[O:80])=[C:74]([CH2:77][N+:5]4[N:6]([CH2:7][CH2:8][OH:9])[C:2]([NH2:1])=[C:3]([CH2:29][CH2:30][NH2:31])[CH:4]=4)[CH2:75][S:76][C@H:71]23)=[O:68])[N:62]=1, predict the reactants needed to synthesize it. The reactants are: [NH2:1][C:2]1[N:6]([CH2:7][CH2:8][O:9]C(C2C=CC=CC=2)(C2C=CC=CC=2)C2C=CC=CC=2)[N:5]=[CH:4][C:3]=1[CH2:29][CH2:30][NH:31]C(OC(C)(C)C)=O.C[Si](I)(C)C.C(N(C(C)C)CC)(C)C.C(OC([NH:60][C:61]1[S:65][N:64]=[C:63](/[C:66](=[N:97]/[O:98][C:99]([C:102]([O:104]C(C)(C)C)=[O:103])([CH3:101])[CH3:100])/[C:67]([NH:69][C@@H:70]2[C:95](=[O:96])[N:72]3[C:73]([C:79]([O:81]C(C4C=CC=CC=4)C4C=CC=CC=4)=[O:80])=[C:74]([CH2:77]Cl)[CH2:75][S:76][C@H:71]23)=[O:68])[N:62]=1)=O)(C)(C)C.[I-].[Na+].